From a dataset of Reaction yield outcomes from USPTO patents with 853,638 reactions. Predict the reaction yield, written as a fraction of the theoretical maximum amount of product (1.0 means a 100% yield; for example, 0.34 means a 34% yield). (1) The yield is 0.890. The product is [NH2:34][C@@:11]1([CH2:14][C:15]#[C:16][C:17]2[N:22]=[C:21]([CH3:23])[CH:20]=[C:19]([C:24]3[CH:25]=[CH:26][C:27]([C:30]([F:33])([F:32])[F:31])=[CH:28][CH:29]=3)[N:18]=2)[CH2:12][CH2:13][N:9]([CH3:8])[C:10]1=[O:42]. The reactants are FC(F)(F)C(O)=O.[CH3:8][N:9]1[CH2:13][CH2:12][C@@:11]([NH:34]C(=O)OC(C)(C)C)([CH2:14][C:15]#[C:16][C:17]2[N:22]=[C:21]([CH3:23])[CH:20]=[C:19]([C:24]3[CH:29]=[CH:28][C:27]([C:30]([F:33])([F:32])[F:31])=[CH:26][CH:25]=3)[N:18]=2)[C:10]1=[O:42]. The catalyst is C(Cl)Cl. (2) The reactants are [O:1]1[C:5]2[CH:6]=[CH:7][CH:8]=[CH:9][C:4]=2[C:3]([NH2:10])=[N:2]1.C(N(CC)CC)C.Cl[C:19]([O:21][C:22]1[CH:27]=[CH:26][CH:25]=[CH:24][CH:23]=1)=[O:20]. The catalyst is C(#N)C.C1COCC1.C(OCC)(=O)C. The product is [O:1]1[C:5]2[CH:6]=[CH:7][CH:8]=[CH:9][C:4]=2[C:3]([NH:10][C:19](=[O:20])[O:21][C:22]2[CH:27]=[CH:26][CH:25]=[CH:24][CH:23]=2)=[N:2]1. The yield is 0.640. (3) The reactants are [OH-:1].[K+].[C:3]1([C:9]23[CH2:16][CH2:15][C:12]([CH2:17][C:18]#N)([CH2:13][CH2:14]2)[CH2:11][CH2:10]3)[CH:8]=[CH:7][CH:6]=[CH:5][CH:4]=1.Cl.[OH2:21]. The catalyst is C(O)CO. The product is [C:3]1([C:9]23[CH2:16][CH2:15][C:12]([CH2:17][C:18]([OH:21])=[O:1])([CH2:13][CH2:14]2)[CH2:11][CH2:10]3)[CH:8]=[CH:7][CH:6]=[CH:5][CH:4]=1. The yield is 0.930. (4) The reactants are [Br:1][C:2]1[CH:29]=[CH:28][C:5]2[C:6]3[N:7]([CH:11]=[C:12]([C:14]([N:16]=[C:17](SC)[NH:18][C:19]([O:21]C(C)(C)C)=[O:20])=O)[N:13]=3)[CH2:8][CH2:9][O:10][C:4]=2[CH:3]=1.Cl.[Cl:31][C:32]1[CH:37]=[CH:36][CH:35]=[CH:34][C:33]=1[NH:38][NH2:39]. The catalyst is CC(O)=O. The product is [Br:1][C:2]1[CH:29]=[CH:28][C:5]2[C:6]3[N:7]([CH:11]=[C:12]([C:14]4[N:38]([C:33]5[CH:34]=[CH:35][CH:36]=[CH:37][C:32]=5[Cl:31])[N:39]=[C:17]([NH:18][C:19](=[O:20])[OH:21])[N:16]=4)[N:13]=3)[CH2:8][CH2:9][O:10][C:4]=2[CH:3]=1. The yield is 0.600. (5) The reactants are O=C[C@@H]([C@H]([C@H]([C@@H](CO)O)O)O)O.[CH2:13]1[C:17]2=[CH:18][C:19]3[NH:23][C:22]([CH:24]=[C:25]4[N:29]=[C:28]([CH:30]=[C:31]5[NH:36][C:34](=[CH:35][C:15](=[N:16]2)[CH2:14]1)[CH:33]=[CH:32]5)[CH:27]=[CH:26]4)=[CH:21][CH:20]=3.C1CCC=CC=1. The catalyst is ClCCl.C[O-].[Na+].CO. The product is [CH2:21]1[C:22]2=[CH:24][C:25]3[NH:29][C:28]([CH:30]=[C:31]4[N:36]=[C:34]([CH:35]=[C:15]5[NH:16][C:17](=[CH:18][C:19](=[N:23]2)[CH2:20]1)[CH:13]=[CH:14]5)[CH:33]=[CH:32]4)=[CH:27][CH:26]=3. The yield is 0.440. (6) The reactants are Br[C:2]1[C:3]([O:31][CH3:32])=[C:4]([C:16]2[CH:24]=[C:23]3[C:19]([C:20]([CH2:25][NH:26][S:27]([CH3:30])(=[O:29])=[O:28])=[CH:21][CH2:22]3)=[CH:18][CH:17]=2)[CH:5]=[C:6]([N:8]2[CH:13]=[CH:12][C:11](=[O:14])[NH:10][C:9]2=[O:15])[CH:7]=1.[S:33]1[CH:37]=[CH:36][C:35](B(O)O)=[CH:34]1. No catalyst specified. The product is [O:15]=[C:9]1[NH:10][C:11](=[O:14])[CH:12]=[CH:13][N:8]1[C:6]1[CH:7]=[C:2]([C:35]2[CH:36]=[CH:37][S:33][CH:34]=2)[C:3]([O:31][CH3:32])=[C:4]([C:16]2[CH:24]=[C:23]3[C:19]([C:20]([CH2:25][NH:26][S:27]([CH3:30])(=[O:29])=[O:28])=[CH:21][CH2:22]3)=[CH:18][CH:17]=2)[CH:5]=1. The yield is 0.330.